Regression/Classification. Given a drug SMILES string, predict its toxicity properties. Task type varies by dataset: regression for continuous values (e.g., LD50, hERG inhibition percentage) or binary classification for toxic/non-toxic outcomes (e.g., AMES mutagenicity, cardiotoxicity, hepatotoxicity). Dataset: ames. From a dataset of Ames mutagenicity test results for genotoxicity prediction. (1) The molecule is O=P(O)(O)OCC1OC(n2cnc3c(O)ncnc32)C(O)C1O. The result is 0 (non-mutagenic). (2) The compound is CC(C)CCCCCOC(=O)Cc1cc(Cl)c(Cl)cc1Cl. The result is 0 (non-mutagenic). (3) The compound is Cc1cccc(C)c1C. The result is 1 (mutagenic). (4) The molecule is Cc1ccc(-c2nc3ccccc3o2)cc1. The result is 0 (non-mutagenic). (5) The compound is C/C=C1\CC(C)C(C)(O)C(=O)OCC2=CCN3CCC(OC1=O)C23. The result is 0 (non-mutagenic). (6) The compound is Cc1cccc(N=O)c1. The result is 0 (non-mutagenic). (7) The drug is Cc1nc2c(ccc3ccc4ccc(O)cc4c32)[nH]1. The result is 1 (mutagenic). (8) The drug is O=[N+]([O-])c1ccc2c3c4c(cccc4c4ccccc4c13)C(O)C2O. The result is 1 (mutagenic). (9) The molecule is CCCN(C(N)=NN=O)[N+](=O)[O-]. The result is 1 (mutagenic).